From a dataset of Retrosynthesis with 50K atom-mapped reactions and 10 reaction types from USPTO. Predict the reactants needed to synthesize the given product. (1) Given the product CC(C)(Oc1ccccc1)C(=O)Nc1ccc(N2C(=O)CC(=O)Nc3c2ccc2ccccc32)cc1, predict the reactants needed to synthesize it. The reactants are: CC(C)(Oc1ccccc1)C(=O)O.Nc1ccc(N2C(=O)CC(=O)Nc3c2ccc2ccccc32)cc1. (2) Given the product CC(=O)OC(C)C(=O)c1c(C(C)C)nn2ccccc12, predict the reactants needed to synthesize it. The reactants are: CC(=O)[O-].CC(Cl)C(=O)c1c(C(C)C)nn2ccccc12. (3) Given the product COc1ccc(Cn2nnnc2N(N)CCCN(C)C)cc1, predict the reactants needed to synthesize it. The reactants are: CN(C)CCCNN.COc1ccc(Cn2nnnc2Br)cc1. (4) Given the product N#CCCCn1cc(C(=O)O)c(Nc2ccc(I)cc2F)cc1=O, predict the reactants needed to synthesize it. The reactants are: CCOC(=O)c1cn(CCCC#N)c(=O)cc1Nc1ccc(I)cc1F. (5) The reactants are: CNCCCCS(=O)(=O)CCC(F)(F)F.Oc1cccc(C2=C(CCCCCCBr)c3ccc(O)cc3CCC2)c1. Given the product CN(CCCCCCC1=C(c2cccc(O)c2)CCCc2cc(O)ccc21)CCCCS(=O)(=O)CCC(F)(F)F, predict the reactants needed to synthesize it. (6) The reactants are: COc1cc2c(Cl)ncnc2cc1OCCn1cncn1.Nc1ccc(Br)cc1F. Given the product COc1cc2c(Nc3ccc(Br)cc3F)ncnc2cc1OCCn1cncn1, predict the reactants needed to synthesize it. (7) Given the product COCCN(CCOC)c1ccc([N+](=O)[O-])cc1F, predict the reactants needed to synthesize it. The reactants are: COCCNCCOC.O=[N+]([O-])c1ccc(F)c(F)c1.